Dataset: Forward reaction prediction with 1.9M reactions from USPTO patents (1976-2016). Task: Predict the product of the given reaction. (1) Given the reactants [Cl:1][C:2]1[C:3]([C:24]2[N:28]3[CH:29]=[CH:30][CH:31]=[CH:32][C:27]3=[N:26][CH:25]=2)=[N:4][C:5]([NH:8][C:9]2[CH:14]=[CH:13][C:12]([O:15][CH:16]3[CH2:21][CH2:20][NH:19][CH2:18][CH2:17]3)=[CH:11][C:10]=2[O:22][CH3:23])=[N:6][CH:7]=1.[C:33](OC(=O)C)(=[O:35])[CH3:34], predict the reaction product. The product is: [Cl:1][C:2]1[C:3]([C:24]2[N:28]3[CH:29]=[CH:30][CH:31]=[CH:32][C:27]3=[N:26][CH:25]=2)=[N:4][C:5]([NH:8][C:9]2[CH:14]=[CH:13][C:12]([O:15][CH:16]3[CH2:21][CH2:20][N:19]([C:33](=[O:35])[CH3:34])[CH2:18][CH2:17]3)=[CH:11][C:10]=2[O:22][CH3:23])=[N:6][CH:7]=1. (2) Given the reactants [O:1]=[C:2]1[N:10]([CH2:11][O:12][CH2:13][CH2:14][Si:15]([CH3:18])([CH3:17])[CH3:16])[C:5]2=[N:6][CH:7]=[CH:8][CH:9]=[C:4]2[C:3]21[O:29][C:21]1=[N:22][CH:23]=[C:24]([C:26]([OH:28])=O)[CH:25]=[C:20]1[CH2:19]2.[NH2:30][C@H:31]1[CH2:36][C@@H:35]([C:37]2[CH:42]=[CH:41][CH:40]=[CH:39][CH:38]=2)[C@@H:34]([CH3:43])[N:33]([CH2:44][C:45]([F:48])([F:47])[F:46])[C:32]1=[O:49].Cl.N[C@H]1C[C@@H](C2C=CC=CC=2)[C@@H](C)N(CC(F)(F)F)C1=O.C(N(CC)C(C)C)(C)C.Cl.C(N=C=NCCCN(C)C)C.C1C=CC2N(O)N=NC=2C=1, predict the reaction product. The product is: [CH3:43][C@H:34]1[N:33]([CH2:44][C:45]([F:48])([F:46])[F:47])[C:32](=[O:49])[C@@H:31]([NH:30][C:26]([C:24]2[CH:25]=[C:20]3[CH2:19][C:3]4([C:4]5[C:5](=[N:6][CH:7]=[CH:8][CH:9]=5)[N:10]([CH2:11][O:12][CH2:13][CH2:14][Si:15]([CH3:17])([CH3:18])[CH3:16])[C:2]4=[O:1])[O:29][C:21]3=[N:22][CH:23]=2)=[O:28])[CH2:36][C@H:35]1[C:37]1[CH:42]=[CH:41][CH:40]=[CH:39][CH:38]=1. (3) Given the reactants C1([CH2:7][CH2:8][CH2:9][NH2:10])C=CC=CC=1.[CH2:11]1[C:19]2[CH:18]=[CH:17][N:16]=[CH:15][C:14]=2[CH2:13][N:12]1[C:20]([NH:22][C:23]1[CH:28]=[CH:27][C:26]([N:29]2[CH2:34][CH2:33][CH:32]([C:35](O)=[O:36])[CH2:31][CH2:30]2)=[CH:25][CH:24]=1)=[O:21].C1C2C(=CC=CC=2)CN1C(NC1C=CC(C(O)=O)=CC=1)=O, predict the reaction product. The product is: [CH2:9]([NH:10][C:35]([CH:32]1[CH2:33][CH2:34][N:29]([C:26]2[CH:25]=[CH:24][C:23]([NH:22][C:20]([N:12]3[CH2:11][C:19]4[CH:18]=[CH:17][N:16]=[CH:15][C:14]=4[CH2:13]3)=[O:21])=[CH:28][CH:27]=2)[CH2:30][CH2:31]1)=[O:36])[CH2:8][CH3:7].